Predict the reactants needed to synthesize the given product. From a dataset of Full USPTO retrosynthesis dataset with 1.9M reactions from patents (1976-2016). (1) Given the product [O:31]([C:28]1[CH:29]=[CH:30][C:25]([O:24][C:5]2[C:4]([C:1]([NH2:2])=[O:3])=[CH:9][N:8]=[C:7]([NH:10][CH:11]3[CH2:16][CH2:15][CH2:14][NH:13][CH2:12]3)[N:6]=2)=[CH:26][CH:27]=1)[C:32]1[CH:37]=[CH:36][CH:35]=[CH:34][CH:33]=1, predict the reactants needed to synthesize it. The reactants are: [C:1]([C:4]1[C:5]([O:24][C:25]2[CH:30]=[CH:29][C:28]([O:31][C:32]3[CH:37]=[CH:36][CH:35]=[CH:34][CH:33]=3)=[CH:27][CH:26]=2)=[N:6][C:7]([NH:10][CH:11]2[CH2:16][CH2:15][CH2:14][N:13](C(OC(C)(C)C)=O)[CH2:12]2)=[N:8][CH:9]=1)(=[O:3])[NH2:2]. (2) Given the product [CH2:18]([N:20]([CH2:21][CH2:22][CH2:23][CH2:24][CH2:25][C:26]([F:28])([CH3:29])[CH3:27])[CH2:2][CH2:3][CH2:4][C@@H:5]([C:7]1[CH:12]=[CH:11][C:10]([NH:13][S:14]([CH3:17])(=[O:16])=[O:15])=[CH:9][CH:8]=1)[OH:6])[CH3:19], predict the reactants needed to synthesize it. The reactants are: O[CH:2]1[O:6][C@H:5]([C:7]2[CH:12]=[CH:11][C:10]([NH:13][S:14]([CH3:17])(=[O:16])=[O:15])=[CH:9][CH:8]=2)[CH2:4][CH2:3]1.[CH2:18]([NH:20][CH2:21][CH2:22][CH2:23][CH2:24][CH2:25][C:26]([CH3:29])([F:28])[CH3:27])[CH3:19].C(O[BH-](OC(=O)C)OC(=O)C)(=O)C.[Na+]. (3) Given the product [N:12]1([C@@H:9]2[CH2:8][CH2:7][C@H:6]([C:4]([OH:5])=[O:3])[CH2:11][CH2:10]2)[CH:16]=[CH:15][CH:14]=[N:13]1, predict the reactants needed to synthesize it. The reactants are: C([O:3][C:4]([C@H:6]1[CH2:11][CH2:10][C@@H:9]([N:12]2[CH:16]=[CH:15][CH:14]=[N:13]2)[CH2:8][CH2:7]1)=[O:5])C.[OH-].[Na+].Cl. (4) Given the product [Si:56]([O:55][C@@H:54]1[C@H:73]([O:74][Si:75]([C:78]([CH3:79])([CH3:80])[CH3:81])([CH3:77])[CH3:76])[C@@H:72]([CH2:63][O:64][Si:65]([C:68]([CH3:71])([CH3:70])[CH3:69])([CH3:66])[CH3:67])[O:82][C@H:53]1[N:52]1[C:83]2[N:84]=[CH:85][N:86]=[C:48]([NH:94][CH2:87][C:88]3[CH:93]=[CH:92][CH:91]=[CH:90][CH:89]=3)[C:49]=2[N:50]=[CH:51]1)([C:59]([CH3:62])([CH3:60])[CH3:61])([CH3:57])[CH3:58], predict the reactants needed to synthesize it. The reactants are: N1(C2N=CN=C3C=2N=CN3[C@@H]2O[C@H](CO[Si](C(C)(C)C)(C)C)[C@@H](O[Si](C(C)(C)C)(C)C)C2)CCOCC1.N1(O[C:48]2[C:49]3[N:50]=[CH:51][N:52]([C:83]=3[N:84]=[CH:85][N:86]=2)[C@@H:53]2[O:82][C@H:72]([CH2:73][O:74][Si:75]([C:78]([CH3:81])([CH3:80])[CH3:79])([CH3:77])[CH3:76])[C@@H:63]([O:64][Si:65]([C:68]([CH3:71])([CH3:70])[CH3:69])([CH3:67])[CH3:66])[C@H:54]2[O:55][Si:56]([C:59]([CH3:62])([CH3:61])[CH3:60])([CH3:58])[CH3:57])C2C=CC=CC=2N=N1.[CH2:87]([NH2:94])[C:88]1[CH:93]=[CH:92][CH:91]=[CH:90][CH:89]=1.C([O-])([O-])=O.[Cs+].[Cs+]. (5) Given the product [N:4]1[CH:5]=[CH:6][CH:7]=[C:2]([C:19]2[CH2:20][CH2:21][N:16]([C:9]([O:11][C:12]([CH3:15])([CH3:14])[CH3:13])=[O:10])[CH2:17][CH:18]=2)[CH:3]=1, predict the reactants needed to synthesize it. The reactants are: Br[C:2]1[CH:3]=[N:4][CH:5]=[CH:6][CH:7]=1.O.[C:9]([N:16]1[CH2:21][CH:20]=[C:19](B2OC(C)(C)C(C)(C)O2)[CH2:18][CH2:17]1)([O:11][C:12]([CH3:15])([CH3:14])[CH3:13])=[O:10].C(=O)([O-])[O-].[Na+].[Na+]. (6) Given the product [CH:13]1[C:12]2[N:11]([C:21]3[CH:25]=[CH:24][S:23][C:22]=3[C:26]([O:28][CH3:29])=[O:27])[C:10]3[C:18](=[CH:19][CH:7]=[CH:8][CH:9]=3)[C:17]=2[CH:16]=[CH:15][CH:14]=1, predict the reactants needed to synthesize it. The reactants are: C1([C:7]2[CH:8]=[CH:9][C:10]3[NH:11][C:12]4[C:17]([C:18]=3[CH:19]=2)=[CH:16][CH:15]=[CH:14][CH:13]=4)C=CC=CC=1.Br[C:21]1[CH:25]=[CH:24][S:23][C:22]=1[C:26]([O:28][CH3:29])=[O:27].C(=O)([O-])[O-].[K+].[K+].C1OCCOCCOCCOCCOCCOC1. (7) Given the product [C:2]1([C:1]2[O:8][C:13](=[O:14])[C:12]3[CH:16]=[CH:17][CH:18]=[CH:19][C:11]=3[N:10]=2)[CH:7]=[CH:6][CH:5]=[CH:4][CH:3]=1, predict the reactants needed to synthesize it. The reactants are: [C:1](Cl)(=[O:8])[C:2]1[CH:7]=[CH:6][CH:5]=[CH:4][CH:3]=1.[NH2:10][C:11]1[CH:19]=[CH:18][CH:17]=[CH:16][C:12]=1[C:13](O)=[O:14].C(N(CC)CC)C.O.